This data is from Reaction yield outcomes from USPTO patents with 853,638 reactions. The task is: Predict the reaction yield, written as a fraction of the theoretical maximum amount of product (1.0 means a 100% yield; for example, 0.34 means a 34% yield). The reactants are Br[C:2]1[CH:3]=[C:4]2[C:9](=[N:10][CH:11]=1)[NH:8][C:7](=[O:12])[CH2:6][CH2:5]2.[CH3:13][N:14]([CH3:33])[CH2:15][CH2:16][N:17]1[C:25]2[C:20](=[CH:21][CH:22]=[CH:23][CH:24]=2)[C:19]([CH2:26][N:27]([CH3:32])[C:28](=[O:31])[CH:29]=[CH2:30])=[CH:18]1.C1(C)C=CC=CC=1P(C1C=CC=CC=1C)C1C=CC=CC=1C.C(N(C(C)C)CC)(C)C. The catalyst is C(#N)CC.CC([O-])=O.CC([O-])=O.[Pd+2]. The product is [CH3:33][N:14]([CH3:13])[CH2:15][CH2:16][N:17]1[C:25]2[C:20](=[CH:21][CH:22]=[CH:23][CH:24]=2)[C:19]([CH2:26][N:27]([CH3:32])[C:28](=[O:31])/[CH:29]=[CH:30]/[C:2]2[CH:11]=[N:10][C:9]3[NH:8][C:7](=[O:12])[CH2:6][CH2:5][C:4]=3[CH:3]=2)=[CH:18]1. The yield is 0.130.